Dataset: Full USPTO retrosynthesis dataset with 1.9M reactions from patents (1976-2016). Task: Predict the reactants needed to synthesize the given product. (1) Given the product [F:78][C:79]([F:84])([F:83])[C:80]([OH:82])=[O:81].[NH2:8][C@H:9]([CH2:13][CH2:14][C:15]1[CH:20]=[CH:19][C:18]([C:21]2[S:22][C:23]3[C:28]([N:29]=2)=[CH:27][CH:26]=[C:25]([C:30]2([C:33]4[CH:38]=[CH:37][CH:36]=[CH:35][CH:34]=4)[CH2:32][CH2:31]2)[N:24]=3)=[C:17]([F:39])[CH:16]=1)[C:10]([OH:12])=[O:11].[F:78][C:79]([F:84])([F:83])[C:80]([OH:82])=[O:81].[NH2:8][C@@H:9]([CH2:13][CH2:14][C:15]1[CH:20]=[CH:19][C:18]([C:21]2[S:22][C:23]3[C:28]([N:29]=2)=[CH:27][CH:26]=[C:25]([C:30]2([C:33]4[CH:38]=[CH:37][CH:36]=[CH:35][CH:34]=4)[CH2:32][CH2:31]2)[N:24]=3)=[C:17]([F:39])[CH:16]=1)[C:10]([OH:12])=[O:11], predict the reactants needed to synthesize it. The reactants are: C(OC([NH:8][CH:9]([CH2:13][CH2:14][C:15]1[CH:20]=[CH:19][C:18]([C:21]2[S:22][C:23]3[C:28]([N:29]=2)=[CH:27][CH:26]=[C:25]([C:30]2([C:33]4[CH:38]=[CH:37][CH:36]=[CH:35][CH:34]=4)[CH2:32][CH2:31]2)[N:24]=3)=[C:17]([F:39])[CH:16]=1)[C:10]([OH:12])=[O:11])=O)(C)(C)C.C(OC(C(CCC1C=CC(C2SC3C(N=2)=CC=C(C2(C4C=CC=CC=4)CC2)N=3)=C(F)C=1)C(O)=O)=O)(C)(C)C.[F:78][C:79]([F:84])([F:83])[C:80]([OH:82])=[O:81]. (2) Given the product [F:8][C:9]1[CH:17]=[CH:16][C:12]([C:13]([CH:2]([C:1]#[N:5])[C:3]#[N:4])=[O:14])=[CH:11][CH:10]=1, predict the reactants needed to synthesize it. The reactants are: [C:1](#[N:5])[CH2:2][C:3]#[N:4].[H-].[Na+].[F:8][C:9]1[CH:17]=[CH:16][C:12]([C:13](Cl)=[O:14])=[CH:11][CH:10]=1.Cl. (3) Given the product [CH2:2]([O:4][C:5]([C:7]1[NH:8][C:9]2[C:14]([CH:15]=1)=[CH:13][C:12]([CH:16]([OH:24])[CH2:17][N:18]1[CH2:23][CH2:22][CH2:21][CH2:20][CH2:19]1)=[CH:11][CH:10]=2)=[O:6])[CH3:3], predict the reactants needed to synthesize it. The reactants are: [Na].[CH2:2]([O:4][C:5]([C:7]1[NH:8][C:9]2[C:14]([CH:15]=1)=[CH:13][C:12]([C:16](=[O:24])[CH2:17][N:18]1[CH2:23][CH2:22][CH2:21][CH2:20][CH2:19]1)=[CH:11][CH:10]=2)=[O:6])[CH3:3]. (4) Given the product [CH2:27]([O:14][C:12]([CH:11]1[CH2:9][CH:10]([C:19]2[CH:22]=[CH:23][CH:24]=[CH:25][C:18]=2[O:17][CH3:16])[C:7]2[C:5](=[CH:4][CH:3]=[C:2]([Cl:1])[CH:8]=2)[NH:6]1)=[O:13])[CH3:28], predict the reactants needed to synthesize it. The reactants are: [Cl:1][C:2]1[CH:8]=[CH:7][C:5]([NH2:6])=[CH:4][CH:3]=1.[CH2:9]([C:11](=O)[C:12]([O-:14])=[O:13])[CH3:10].[CH3:16][O:17][C:18]1[CH:25]=[CH:24][CH:23]=[CH:22][C:19]=1C=C.F[C:27](F)(F)[C:28](O)=O.